From a dataset of Forward reaction prediction with 1.9M reactions from USPTO patents (1976-2016). Predict the product of the given reaction. Given the reactants I[C:2]1[CH:7]=[CH:6][C:5]([N:8]2C3C=CC=CC=3[C:14]3[C:9]2=[CH:10][CH:11]=[CH:12][CH:13]=3)=[CH:4][CH:3]=1.C1([NH:27][C:28]2[CH:33]=[CH:32][C:31]([NH2:34])=[CH:30][CH:29]=2)C=CC=CC=1.C(=O)([O-])[O-].[K+].[K+].[C:41]1(C)[CH:46]=[C:45](C)[CH:44]=[C:43](C)[CH:42]=1, predict the reaction product. The product is: [CH:14]1[C:9]2[N:8]([C:41]3[CH:46]=[CH:45][C:44]([C:33]4[CH:32]=[C:31]([NH2:34])[CH:30]=[CH:29][C:28]=4[NH2:27])=[CH:43][CH:42]=3)[C:5]3[C:4](=[CH:3][CH:2]=[CH:7][CH:6]=3)[C:10]=2[CH:11]=[CH:12][CH:13]=1.